This data is from CYP1A2 inhibition data for predicting drug metabolism from PubChem BioAssay. The task is: Regression/Classification. Given a drug SMILES string, predict its absorption, distribution, metabolism, or excretion properties. Task type varies by dataset: regression for continuous measurements (e.g., permeability, clearance, half-life) or binary classification for categorical outcomes (e.g., BBB penetration, CYP inhibition). Dataset: cyp1a2_veith. (1) The compound is CNC(=O)/C(C#N)=c1\s/c(=C/C(=O)OC)c(=O)n1-c1ccccc1. The result is 0 (non-inhibitor). (2) The molecule is COc1ccccc1CC(=O)Nc1cc2oc3ccccc3c2cc1OC. The result is 1 (inhibitor). (3) The drug is NC[C@@H]1O[C@@H](O[C@@H]2[C@H](CO)O[C@@H](O[C@H]3[C@H](O[C@@H]4O[C@@H](CO)[C@H](O)[C@H](O)[C@@H]4N)[C@@H](N)C[C@@H](N)[C@H]3O)[C@@H]2O)[C@H](N)[C@H](O)[C@@H]1O. The result is 0 (non-inhibitor). (4) The compound is COc1cccc(-c2cc(C(F)(F)F)n3ncc(S(=O)(=O)c4ccccc4)c3n2)c1. The result is 0 (non-inhibitor).